Dataset: Forward reaction prediction with 1.9M reactions from USPTO patents (1976-2016). Task: Predict the product of the given reaction. (1) Given the reactants [Cl:1][C:2]1[C:7]([CH3:8])=[CH:6][C:5](B2OC(C)(C)C(C)(C)O2)=[CH:4][C:3]=1[CH3:18].Br[C:20]1[CH:25]=[C:24]([CH3:26])[CH:23]=[C:22]([CH3:27])[N:21]=1, predict the reaction product. The product is: [Cl:1][C:2]1[C:3]([CH3:18])=[CH:4][C:5]([C:20]2[CH:25]=[C:24]([CH3:26])[CH:23]=[C:22]([CH3:27])[N:21]=2)=[CH:6][C:7]=1[CH3:8]. (2) Given the reactants Cl[C:2]1[C:3]2[S:18][C:17]([NH2:19])=[N:16][C:4]=2[N:5]=[C:6]([S:8][CH2:9][C:10]2[CH:15]=[CH:14][CH:13]=[CH:12][CH:11]=2)[N:7]=1.[NH2:20][C@H:21]([CH3:31])[CH2:22][NH:23][C:24](=[O:30])[O:25][C:26]([CH3:29])([CH3:28])[CH3:27].CCN(C(C)C)C(C)C, predict the reaction product. The product is: [NH2:19][C:17]1[S:18][C:3]2[C:2]([NH:20][C@H:21]([CH3:31])[CH2:22][NH:23][C:24](=[O:30])[O:25][C:26]([CH3:28])([CH3:27])[CH3:29])=[N:7][C:6]([S:8][CH2:9][C:10]3[CH:15]=[CH:14][CH:13]=[CH:12][CH:11]=3)=[N:5][C:4]=2[N:16]=1. (3) Given the reactants [CH:1]1([CH:4]([NH:7][C:8]([CH:10]2[CH2:15][C:14]([CH3:29])([S:16]([C:19]3[CH:24]=[CH:23][CH:22]=[C:21]([C:25]([F:28])([F:27])[F:26])[CH:20]=3)(=[O:18])=[O:17])[CH2:13][CH2:12][O:11]2)=O)[CH:5]=[O:6])[CH2:3][CH2:2]1.O=P(Cl)(Cl)Cl, predict the reaction product. The product is: [CH:1]1([C:4]2[N:7]=[C:8]([CH:10]3[CH2:15][C:14]([CH3:29])([S:16]([C:19]4[CH:24]=[CH:23][CH:22]=[C:21]([C:25]([F:28])([F:27])[F:26])[CH:20]=4)(=[O:18])=[O:17])[CH2:13][CH2:12][O:11]3)[O:6][CH:5]=2)[CH2:3][CH2:2]1. (4) Given the reactants [CH3:1][S:2]([CH:5]1[CH2:10][CH2:9][NH:8][CH2:7][CH2:6]1)(=[O:4])=[O:3].Cl[C:12]1[NH:13][C:14](=[O:22])[C:15]2[CH:20]=[N:19][N:18]([CH3:21])[C:16]=2[N:17]=1, predict the reaction product. The product is: [CH3:21][N:18]1[C:16]2[N:17]=[C:12]([N:8]3[CH2:9][CH2:10][CH:5]([S:2]([CH3:1])(=[O:4])=[O:3])[CH2:6][CH2:7]3)[NH:13][C:14](=[O:22])[C:15]=2[CH:20]=[N:19]1. (5) Given the reactants Cl[C:2]1[C:7]([C:8]#[N:9])=[C:6]([N:10]2[CH2:15][CH2:14][CH:13]([C:16]3[CH:21]=[CH:20][C:19]([F:22])=[CH:18][CH:17]=3)[CH2:12][CH2:11]2)[N:5]=[C:4]([S:23][CH3:24])[N:3]=1.C(N(C(C)C)C(C)C)C.[CH2:34]([CH2:36][NH2:37])[OH:35], predict the reaction product. The product is: [F:22][C:19]1[CH:20]=[CH:21][C:16]([CH:13]2[CH2:14][CH2:15][N:10]([C:6]3[C:7]([C:8]#[N:9])=[C:2]([NH:37][CH2:36][CH2:34][OH:35])[N:3]=[C:4]([S:23][CH3:24])[N:5]=3)[CH2:11][CH2:12]2)=[CH:17][CH:18]=1. (6) Given the reactants [Cl:1][S:2]([OH:5])(=O)=[O:3].[CH2:6]([O:8][C:9]1[CH:17]=[C:16]([CH2:18][CH3:19])[CH:15]=[CH:14][C:10]=1[C:11]([OH:13])=[O:12])[CH3:7], predict the reaction product. The product is: [Cl:1][S:2]([C:15]1[C:16]([CH2:18][CH3:19])=[CH:17][C:9]([O:8][CH2:6][CH3:7])=[C:10]([CH:14]=1)[C:11]([OH:13])=[O:12])(=[O:5])=[O:3]. (7) Given the reactants [F:1][C:2]1[CH:7]=[CH:6][C:5]([N:8]2[C:13]([CH3:14])=[CH:12][CH:11]=[C:10]([C:15]#N)[C:9]2=[O:17])=[CH:4][C:3]=1[CH3:18].[OH2:19].S(=O)(=O)(O)[OH:21], predict the reaction product. The product is: [F:1][C:2]1[CH:7]=[CH:6][C:5]([N:8]2[C:13]([CH3:14])=[CH:12][CH:11]=[C:10]([C:15]([OH:21])=[O:19])[C:9]2=[O:17])=[CH:4][C:3]=1[CH3:18].